Dataset: Forward reaction prediction with 1.9M reactions from USPTO patents (1976-2016). Task: Predict the product of the given reaction. (1) Given the reactants Cl.Cl.[CH:3]1([CH2:6][O:7][C:8]2[CH:9]=[CH:10][CH:11]=[C:12]3[C:17]=2[N:16]=[C:15]([C:18]2[N:22]4[CH:23]=[C:24]([CH:27]([N:32]5[CH2:36][CH2:35][C@H:34]([NH2:37])[CH2:33]5)[C:28]([F:31])([F:30])[F:29])[CH:25]=[CH:26][C:21]4=[N:20][N:19]=2)[CH:14]=[CH:13]3)[CH2:5][CH2:4]1.CCN(C(C)C)[CH:41]([CH3:43])[CH3:42].C(OC)(OC)OC.CC(C)=O.[BH4-].[Na+].C(=O)(O)[O-].[Na+], predict the reaction product. The product is: [CH:3]1([CH2:6][O:7][C:8]2[CH:9]=[CH:10][CH:11]=[C:12]3[C:17]=2[N:16]=[C:15]([C:18]2[N:22]4[CH:23]=[C:24]([CH:27]([N:32]5[CH2:36][CH2:35][C@H:34]([NH:37][CH:41]([CH3:43])[CH3:42])[CH2:33]5)[C:28]([F:29])([F:31])[F:30])[CH:25]=[CH:26][C:21]4=[N:20][N:19]=2)[CH:14]=[CH:13]3)[CH2:5][CH2:4]1. (2) Given the reactants C[O:2][C:3]([C:5]1([NH:8][C:9]([C:11]2[C:12]([O:29][CH3:30])=[C:13]3[C:17](=[CH:18][CH:19]=2)[NH:16][N:15]=[C:14]3/[CH:20]=[CH:21]/[C:22]2[CH:27]=[CH:26][C:25]([F:28])=[CH:24][CH:23]=2)=[O:10])[CH2:7][CH2:6]1)=[O:4].[OH-].[Na+], predict the reaction product. The product is: [F:28][C:25]1[CH:24]=[CH:23][C:22](/[CH:21]=[CH:20]/[C:14]2[C:13]3[C:17](=[CH:18][CH:19]=[C:11]([C:9]([NH:8][C:5]4([C:3]([OH:4])=[O:2])[CH2:7][CH2:6]4)=[O:10])[C:12]=3[O:29][CH3:30])[NH:16][N:15]=2)=[CH:27][CH:26]=1. (3) Given the reactants Cl[C:2]1[C:11]2[C:6](=[CH:7][C:8]([O:14][CH2:15][CH2:16][CH2:17][N:18]3[CH2:23][CH2:22][CH2:21][CH2:20][CH2:19]3)=[C:9]([O:12][CH3:13])[CH:10]=2)[N:5]=[CH:4][N:3]=1.[OH:24][C:25]1[CH:26]=[C:27]2[CH:33]=[CH:32][NH:31][C:28]2=[N:29][CH:30]=1.C(=O)([O-])[O-].[K+].[K+].[OH-].[Na+], predict the reaction product. The product is: [CH3:13][O:12][C:9]1[CH:10]=[C:11]2[C:6](=[CH:7][C:8]=1[O:14][CH2:15][CH2:16][CH2:17][N:18]1[CH2:23][CH2:22][CH2:21][CH2:20][CH2:19]1)[N:5]=[CH:4][N:3]=[C:2]2[O:24][C:25]1[CH:26]=[C:27]2[CH:33]=[CH:32][NH:31][C:28]2=[N:29][CH:30]=1. (4) Given the reactants [Cl:1][C:2]1[CH:10]=[C:9]2[C:5]([C:6]([F:23])=[C:7]([CH2:11][C:12]3[CH:13]=[CH:14][C:15]([CH3:22])=[C:16]([CH:21]=3)[C:17]([O:19]C)=[O:18])[NH:8]2)=[CH:4][C:3]=1[C:24]1[CH:29]=[CH:28][C:27]([C:30]2[CH:35]=[CH:34][C:33]([S:36]([CH3:39])(=[O:38])=[O:37])=[CH:32][CH:31]=2)=[CH:26][CH:25]=1.CO.[OH-].[Na+], predict the reaction product. The product is: [Cl:1][C:2]1[CH:10]=[C:9]2[C:5]([C:6]([F:23])=[C:7]([CH2:11][C:12]3[CH:13]=[CH:14][C:15]([CH3:22])=[C:16]([CH:21]=3)[C:17]([OH:19])=[O:18])[NH:8]2)=[CH:4][C:3]=1[C:24]1[CH:29]=[CH:28][C:27]([C:30]2[CH:35]=[CH:34][C:33]([S:36]([CH3:39])(=[O:38])=[O:37])=[CH:32][CH:31]=2)=[CH:26][CH:25]=1. (5) Given the reactants C([O:4][CH2:5][C@H:6]1[CH2:11][CH2:10][C@H:9]([O:12][C@@H:13]([C:15]2[CH:20]=[C:19]([C:21]([F:24])([F:23])[F:22])[CH:18]=[C:17]([C:25]([F:28])([F:27])[F:26])[CH:16]=2)[CH3:14])[C@@H:8]([C:29]2[CH:34]=[CH:33][C:32]([F:35])=[CH:31][CH:30]=2)[C@@H:7]1[CH2:36][NH2:37])(=O)C.[C:38]1(=O)[CH2:42][CH2:41][C:40](=[O:43])[CH2:39]1, predict the reaction product. The product is: [F:23][C:21]([F:24])([F:22])[C:19]1[CH:20]=[C:15]([C@H:13]([O:12][C@H:9]2[CH2:10][CH2:11][C@H:6]([CH2:5][OH:4])[C@@H:7]([CH2:36][NH:37][C:38]3[CH2:42][CH2:41][C:40](=[O:43])[CH:39]=3)[C@@H:8]2[C:29]2[CH:30]=[CH:31][C:32]([F:35])=[CH:33][CH:34]=2)[CH3:14])[CH:16]=[C:17]([C:25]([F:28])([F:27])[F:26])[CH:18]=1. (6) Given the reactants [H-].[Na+].[NH:3]1[CH:7]=[CH:6][C:5]([C:8]2[CH:15]=[CH:14][C:11]([C:12]#[N:13])=[CH:10][CH:9]=2)=[N:4]1.Br[CH2:17][CH:18]1[CH2:20][CH2:19]1, predict the reaction product. The product is: [CH:18]1([CH2:17][N:3]2[CH:7]=[CH:6][C:5]([C:8]3[CH:15]=[CH:14][C:11]([C:12]#[N:13])=[CH:10][CH:9]=3)=[N:4]2)[CH2:20][CH2:19]1.